Dataset: Reaction yield outcomes from USPTO patents with 853,638 reactions. Task: Predict the reaction yield, written as a fraction of the theoretical maximum amount of product (1.0 means a 100% yield; for example, 0.34 means a 34% yield). (1) The reactants are [NH2:1][C:2]1[CH:7]=[C:6]([F:8])[C:5]([F:9])=[CH:4][C:3]=1[OH:10].Cl[CH2:12][C:13](Cl)=[O:14].C([O-])([O-])=O.[K+].[K+]. No catalyst specified. The product is [F:8][C:6]1[C:5]([F:9])=[CH:4][C:3]2[O:10][CH2:12][C:13](=[O:14])[NH:1][C:2]=2[CH:7]=1. The yield is 0.640. (2) The reactants are C(N(CC)CC)C.Cl[C:9]1[CH:18]=[CH:17][C:16]2[C:11](=[CH:12][CH:13]=[CH:14][CH:15]=2)[N:10]=1.[NH:19]1[CH2:24][CH2:23][CH:22]([OH:25])[CH2:21][CH2:20]1. The catalyst is CN(C=O)C.O. The product is [N:10]1[C:11]2[C:16](=[CH:15][CH:14]=[CH:13][CH:12]=2)[CH:17]=[CH:18][C:9]=1[N:19]1[CH2:24][CH2:23][CH:22]([OH:25])[CH2:21][CH2:20]1. The yield is 0.600. (3) The reactants are Cl.[CH2:2]([O:4][C:5]([C:7]1[CH:8]=[N:9][N:10]([C:12]2[N:16](COCCOC)[C:15]3[CH:23]=[C:24]([Cl:37])[C:25]([S:27](=[O:36])(=[O:35])[NH:28][C:29]4[CH:34]=[CH:33][CH:32]=[CH:31][CH:30]=4)=[CH:26][C:14]=3[N:13]=2)[CH:11]=1)=[O:6])[CH3:3]. The catalyst is O1CCOCC1.C(O)C. The product is [CH2:2]([O:4][C:5]([C:7]1[CH:8]=[N:9][N:10]([C:12]2[NH:16][C:15]3[CH:23]=[C:24]([Cl:37])[C:25]([S:27](=[O:36])(=[O:35])[NH:28][C:29]4[CH:34]=[CH:33][CH:32]=[CH:31][CH:30]=4)=[CH:26][C:14]=3[N:13]=2)[CH:11]=1)=[O:6])[CH3:3]. The yield is 0.980. (4) The reactants are [H-].[Al+3].[Li+].[H-].[H-].[H-].[CH3:7][N:8]([CH3:19])[C:9](=O)[CH2:10][CH2:11][C:12]1[CH:16]=[C:15]([CH3:17])[NH:14][CH:13]=1. The catalyst is C1COCC1. The product is [CH3:19][N:8]([CH3:7])[CH2:9][CH2:10][CH2:11][C:12]1[CH:16]=[C:15]([CH3:17])[NH:14][CH:13]=1. The yield is 0.980. (5) The reactants are [F-].C([N+](CCCC)(CCCC)CCCC)CCC.O1CCCC1.O1CCCC1.[Si]([O:36][CH2:37][CH2:38][N:39]([CH:68]([CH3:70])[CH3:69])[C:40]([C:42]1[S:46][C:45]2=[N:47][C:48]([C:58]3[CH:63]=[CH:62][C:61]([Cl:64])=[CH:60][CH:59]=3)([CH3:57])[CH:49]([C:50]3[CH:55]=[CH:54][C:53]([Cl:56])=[CH:52][CH:51]=3)[N:44]2[C:43]=1[CH:65]([CH3:67])[CH3:66])=[O:41])(C(C)(C)C)(C)C. The catalyst is O. The product is [Cl:56][C:53]1[CH:54]=[CH:55][C:50]([C@H:49]2[N:44]3[C:45]([S:46][C:42]([C:40]([N:39]([CH2:38][CH2:37][OH:36])[CH:68]([CH3:69])[CH3:70])=[O:41])=[C:43]3[CH:65]([CH3:67])[CH3:66])=[N:47][C@:48]2([C:58]2[CH:59]=[CH:60][C:61]([Cl:64])=[CH:62][CH:63]=2)[CH3:57])=[CH:51][CH:52]=1. The yield is 0.860.